This data is from Reaction yield outcomes from USPTO patents with 853,638 reactions. The task is: Predict the reaction yield, written as a fraction of the theoretical maximum amount of product (1.0 means a 100% yield; for example, 0.34 means a 34% yield). (1) The yield is 0.0800. The reactants are [C:1]([C:3]1[C:4]([C:17]([F:20])([F:19])[F:18])=[C:5]2[C:9](=[CH:10][CH:11]=1)[N:8]([CH:12]([CH3:16])[C:13]([OH:15])=O)[CH:7]=[CH:6]2)#[N:2].[F:21][C:22]1[CH:27]=[CH:26][C:25]([C:28](=[NH:31])[NH:29]O)=[CH:24][CH:23]=1. The catalyst is CC#N. The product is [F:21][C:22]1[CH:27]=[CH:26][C:25]([C:28]2[N:31]=[C:13]([CH:12]([N:8]3[C:9]4[C:5](=[C:4]([C:17]([F:20])([F:19])[F:18])[C:3]([C:1]#[N:2])=[CH:11][CH:10]=4)[CH:6]=[CH:7]3)[CH3:16])[O:15][N:29]=2)=[CH:24][CH:23]=1. (2) The reactants are CN(C)/C=[CH:4]/[C:5]1[C:14]([N+:15]([O-:17])=[O:16])=[CH:13][CH:12]=[CH:11][C:6]=1[C:7]([O:9][CH3:10])=[O:8]. The catalyst is CCOC(C)=O. The product is [N+:15]([C:14]1[CH:13]=[CH:12][CH:11]=[C:6]2[C:5]=1[CH:4]=[CH:10][O:9][C:7]2=[O:8])([O-:17])=[O:16]. The yield is 0.820. (3) The reactants are C(OC([N:8]1[CH2:13][CH2:12][CH:11]([C:14]2[C:18]3[CH:19]=[CH:20][CH:21]=[C:22]([C:23]([F:26])([F:25])[F:24])[C:17]=3[O:16][N:15]=2)[CH2:10][CH2:9]1)=O)(C)(C)C.Cl.CCOCC. The catalyst is CO. The product is [NH:8]1[CH2:13][CH2:12][CH:11]([C:14]2[C:18]3[CH:19]=[CH:20][CH:21]=[C:22]([C:23]([F:26])([F:25])[F:24])[C:17]=3[O:16][N:15]=2)[CH2:10][CH2:9]1. The yield is 0.880. (4) The reactants are [CH2:1]([O:3][C:4]([C:6]1[N:7]=[C:8](Br)[S:9][CH:10]=1)=[O:5])[CH3:2].[Cl:12][C:13]1[CH:18]=[CH:17][C:16]([SH:19])=[CH:15][CH:14]=1.C([O-])([O-])=O.[K+].[K+]. The catalyst is CN(C=O)C. The product is [CH2:1]([O:3][C:4]([C:6]1[N:7]=[C:8]([S:19][C:16]2[CH:17]=[CH:18][C:13]([Cl:12])=[CH:14][CH:15]=2)[S:9][CH:10]=1)=[O:5])[CH3:2]. The yield is 0.820. (5) The reactants are [CH2:1]([C:5]1[N:6]=[C:7]([CH2:27][CH3:28])[NH:8][C:9](=[O:26])[C:10]=1[CH2:11][C:12]1[CH:17]=[CH:16][C:15]([C:18]2[C:19]([C:24]#[N:25])=[CH:20][CH:21]=[CH:22][CH:23]=2)=[CH:14][CH:13]=1)[CH2:2][CH2:3][CH3:4].Br[CH2:30][C:31](=[O:36])[C:32]([CH3:35])([CH3:34])[CH3:33].C(=O)([O-])[O-].[Cs+].[Cs+]. The catalyst is CN(C)C=O.C(OCC)(=O)C. The product is [CH2:1]([C:5]1[N:6]=[C:7]([CH2:27][CH3:28])[N:8]([CH2:30][C:31](=[O:36])[C:32]([CH3:35])([CH3:34])[CH3:33])[C:9](=[O:26])[C:10]=1[CH2:11][C:12]1[CH:17]=[CH:16][C:15]([C:18]2[C:19]([C:24]#[N:25])=[CH:20][CH:21]=[CH:22][CH:23]=2)=[CH:14][CH:13]=1)[CH2:2][CH2:3][CH3:4]. The yield is 0.150. (6) The reactants are Cl[S:2]([C:5]1[CH:9]=[CH:8][S:7][C:6]=1[CH2:10][O:11][C:12]1[CH:17]=[CH:16][C:15]2[O:18][CH2:19][O:20][C:14]=2[C:13]=1[Cl:21])(=[O:4])=[O:3].[NH2:22][C:23]1[O:27][N:26]=[C:25]([CH3:28])[C:24]=1[Br:29]. No catalyst specified. The product is [Br:29][C:24]1[C:25]([CH3:28])=[N:26][O:27][C:23]=1[NH:22][S:2]([C:5]1[CH:9]=[CH:8][S:7][C:6]=1[CH2:10][O:11][C:12]1[CH:17]=[CH:16][C:15]2[O:18][CH2:19][O:20][C:14]=2[C:13]=1[Cl:21])(=[O:4])=[O:3]. The yield is 0.470. (7) The reactants are [Cl:1][C:2]1[C:3]([C:8]2[CH:13]=[CH:12][C:11]([CH3:14])=[CH:10][CH:9]=2)=[N:4][CH:5]=[CH:6][CH:7]=1.[Se](=O)=[O:16]. The catalyst is O1CCOCC1. The product is [Cl:1][C:2]1[C:3]([C:8]2[CH:13]=[CH:12][C:11]([CH:14]=[O:16])=[CH:10][CH:9]=2)=[N:4][CH:5]=[CH:6][CH:7]=1. The yield is 0.850.